Task: Predict the product of the given reaction.. Dataset: Forward reaction prediction with 1.9M reactions from USPTO patents (1976-2016) (1) Given the reactants [NH2:1][C:2]1[CH:11]=[CH:10][C:9]([I:12])=[CH:8][C:3]=1[C:4]([O:6]C)=O.ClC(Cl)(O[C:17](=[O:23])OC(Cl)(Cl)Cl)Cl.C(N(CC)CC)C.[C:32]1([CH2:38][CH2:39][NH2:40])[CH:37]=[CH:36][CH:35]=[CH:34][CH:33]=1, predict the reaction product. The product is: [I:12][C:9]1[CH:8]=[C:3]2[C:2](=[CH:11][CH:10]=1)[NH:1][C:17](=[O:23])[N:40]([CH2:39][CH2:38][C:32]1[CH:37]=[CH:36][CH:35]=[CH:34][CH:33]=1)[C:4]2=[O:6]. (2) Given the reactants [CH3:1][O:2][C:3]1[CH:8]=[C:7]([O:9][CH3:10])[CH:6]=[CH:5][C:4]=1[C:11](=[O:18])[CH2:12][C:13]([O:15][CH2:16][CH3:17])=[O:14].[CH:19]1[C:28]2[C:23](=[CH:24][CH:25]=[CH:26][CH:27]=2)[CH:22]=[CH:21][C:20]=1O, predict the reaction product. The product is: [CH3:1][O:2][C:3]1[CH:8]=[C:7]([O:9][CH3:10])[CH:6]=[CH:5][C:4]=1[C:11]1[O:18][C:26]2[CH:25]=[CH:24][C:23]3[C:28]([C:27]=2[C:12]=1[C:13]([O:15][CH2:16][CH3:17])=[O:14])=[CH:19][CH:20]=[CH:21][CH:22]=3. (3) Given the reactants [Si:1]([O:8][CH2:9][C:10]1[C:11]([F:33])=[C:12]([C:16]2[CH:17]=[N:18][C:19]([N:22]3[CH2:27][CH2:26][N:25]([S:28]([CH:31]=[CH2:32])(=[O:30])=[O:29])[CH2:24][CH2:23]3)=[N:20][CH:21]=2)[CH:13]=[CH:14][CH:15]=1)([C:4]([CH3:7])([CH3:6])[CH3:5])([CH3:3])[CH3:2].C1C[O:37][CH2:36]C1.CO.[OH-].[Na+], predict the reaction product. The product is: [Si:1]([O:8][CH2:9][C:10]1[C:11]([F:33])=[C:12]([C:16]2[CH:17]=[N:18][C:19]([N:22]3[CH2:23][CH2:24][N:25]([S:28]([CH2:31][CH2:32][O:37][CH3:36])(=[O:30])=[O:29])[CH2:26][CH2:27]3)=[N:20][CH:21]=2)[CH:13]=[CH:14][CH:15]=1)([C:4]([CH3:6])([CH3:7])[CH3:5])([CH3:2])[CH3:3]. (4) Given the reactants CS[C:3]1[S:4]/[C:5](=[CH:9]\[C:10]2[CH:11]=[C:12]3[C:17](=[CH:18][CH:19]=2)[N:16]=[CH:15][CH:14]=[CH:13]3)/[C:6](=[O:8])[N:7]=1.[CH3:20][S:21]([C:24]1[CH:29]=[CH:28][C:27]([CH:30]([NH2:32])[CH3:31])=[CH:26][CH:25]=1)(=[O:23])=[O:22].CCN(C(C)C)C(C)C, predict the reaction product. The product is: [CH3:20][S:21]([C:24]1[CH:29]=[CH:28][C:27]([CH:30]([NH:32][C:3]2[S:4]/[C:5](=[CH:9]\[C:10]3[CH:11]=[C:12]4[C:17](=[CH:18][CH:19]=3)[N:16]=[CH:15][CH:14]=[CH:13]4)/[C:6](=[O:8])[N:7]=2)[CH3:31])=[CH:26][CH:25]=1)(=[O:22])=[O:23]. (5) Given the reactants [OH:1][CH2:2][C:3]1[CH:8]=[CH:7][C:6]([C:9](=[O:11])[CH3:10])=[CH:5][CH:4]=1.[CH:12]([C:14]1[CH:24]=[CH:23][C:17]([CH:18]=[CH:19][C:20]([OH:22])=[O:21])=[CH:16][CH:15]=1)=O.[OH-].[K+], predict the reaction product. The product is: [OH:1][CH2:2][C:3]1[CH:8]=[CH:7][C:6]([C:9](=[O:11])/[CH:10]=[CH:12]/[C:14]2[CH:15]=[CH:16][C:17](/[CH:18]=[CH:19]/[C:20]([OH:22])=[O:21])=[CH:23][CH:24]=2)=[CH:5][CH:4]=1.